Dataset: Catalyst prediction with 721,799 reactions and 888 catalyst types from USPTO. Task: Predict which catalyst facilitates the given reaction. (1) Product: [F:22][C:11]1[CH:10]=[CH:9][C:8]([C:5]2[CH:4]=[C:3]([C:23]3[N:24]=[N:25][N:26]([CH:28]([CH3:29])[CH3:30])[CH:27]=3)[C:2]([NH2:1])=[N:7][CH:6]=2)=[CH:13][C:12]=1[CH2:14][N:16]1[CH2:17][CH2:18][O:19][CH2:20][CH2:21]1. Reactant: [NH2:1][C:2]1[N:7]=[CH:6][C:5]([C:8]2[CH:9]=[CH:10][C:11]([F:22])=[C:12]([C:14]([N:16]3[CH2:21][CH2:20][O:19][CH2:18][CH2:17]3)=O)[CH:13]=2)=[CH:4][C:3]=1[C:23]1[N:24]=[N:25][N:26]([CH:28]([CH3:30])[CH3:29])[CH:27]=1.B(F)(F)F.CCOCC.[BH4-].[Na+]. The catalyst class is: 1. (2) Reactant: [NH:1]1[CH2:6][CH2:5][NH:4][CH2:3][CH2:2]1.C([O-])([O-])=O.[K+].[K+].Cl[C:14]1[C:15]([O:20][CH2:21][CH2:22][O:23][C:24]2[CH:29]=[CH:28][CH:27]=[C:26]([Br:30])[CH:25]=2)=[N:16][CH:17]=[CH:18][N:19]=1. Product: [N:1]1([C:14]2[C:15]([O:20][CH2:21][CH2:22][O:23][C:24]3[CH:29]=[CH:28][CH:27]=[C:26]([Br:30])[CH:25]=3)=[N:16][CH:17]=[CH:18][N:19]=2)[CH2:6][CH2:5][NH:4][CH2:3][CH2:2]1. The catalyst class is: 10. (3) Reactant: [CH3:1][S:2]([N:5]1[CH:10]=[CH:9][CH2:8][CH2:7][CH2:6]1)(=[O:4])=[O:3].ClC1C=C(C=CC=1)C(OO)=[O:16]. Product: [CH3:1][S:2]([N:5]1[CH2:6][CH2:7][CH:8]2[CH:9]([O:16]2)[CH2:10]1)(=[O:4])=[O:3]. The catalyst class is: 2. (4) Reactant: [NH:1]1[C:9]2[C:4](=[CH:5][C:6]([NH:10][C:11]([C:13]3[C:14]([C:19]4[CH:24]=[CH:23][C:22]([C:25]([F:28])([F:27])[F:26])=[CH:21][CH:20]=4)=[CH:15][CH:16]=[CH:17][CH:18]=3)=[O:12])=[CH:7][CH:8]=2)[CH2:3][CH2:2]1.[CH:29]([C:31]1[CH:36]=[CH:35][CH:34]=[CH:33][N:32]=1)=[CH2:30].C(O)(=O)C.C(=O)([O-])[O-].[K+].[K+]. Product: [N:32]1[CH:33]=[CH:34][CH:35]=[CH:36][C:31]=1[CH2:29][CH2:30][N:1]1[C:9]2[C:4](=[CH:5][C:6]([NH:10][C:11]([C:13]3[C:14]([C:19]4[CH:20]=[CH:21][C:22]([C:25]([F:26])([F:27])[F:28])=[CH:23][CH:24]=4)=[CH:15][CH:16]=[CH:17][CH:18]=3)=[O:12])=[CH:7][CH:8]=2)[CH2:3][CH2:2]1. The catalyst class is: 815. (5) Reactant: [H-].[Na+].[CH3:3]I.[Br:5][CH2:6][CH2:7][C:8]1[C:16]2[C:11](=[CH:12][C:13]([O:17][CH3:18])=[CH:14][CH:15]=2)[NH:10][CH:9]=1. Product: [Br:5][CH2:6][CH2:7][C:8]1[C:16]2[C:11](=[CH:12][C:13]([O:17][CH3:18])=[CH:14][CH:15]=2)[N:10]([CH3:3])[CH:9]=1. The catalyst class is: 1. (6) Reactant: [CH3:1][O:2][C@H:3]1[C@@H:8]([NH:9][C:10](=[O:19])[O:11][CH2:12][C:13]2[CH:18]=[CH:17][CH:16]=[CH:15][CH:14]=2)[CH2:7][CH2:6][NH:5][CH2:4]1.Br[C:21]1[CH:22]=[C:23]([CH:28]=[CH:29][C:30]=1[F:31])[C:24]([O:26][CH3:27])=[O:25].C1C=CC(P(C2C(C3C(P(C4C=CC=CC=4)C4C=CC=CC=4)=CC=C4C=3C=CC=C4)=C3C(C=CC=C3)=CC=2)C2C=CC=CC=2)=CC=1.C(=O)([O-])[O-].[Cs+].[Cs+]. The catalyst class is: 167. Product: [CH2:12]([O:11][C:10]([NH:9][C@H:8]1[CH2:7][CH2:6][N:5]([C:21]2[CH:22]=[C:23]([CH:28]=[CH:29][C:30]=2[F:31])[C:24]([O:26][CH3:27])=[O:25])[CH2:4][C@H:3]1[O:2][CH3:1])=[O:19])[C:13]1[CH:18]=[CH:17][CH:16]=[CH:15][CH:14]=1. (7) Reactant: [NH2:1][C:2]1[N:7]=[C:6]([N:8]2[C:12]3[CH:13]=[C:14]([Br:17])[CH:15]=[CH:16][C:11]=3[NH:10][C:9]2=[O:18])[CH:5]=[CH:4][N:3]=1.[H-].[Na+].I[CH3:22]. Product: [NH2:1][C:2]1[N:7]=[C:6]([N:8]2[C:12]3[CH:13]=[C:14]([Br:17])[CH:15]=[CH:16][C:11]=3[N:10]([CH3:22])[C:9]2=[O:18])[CH:5]=[CH:4][N:3]=1. The catalyst class is: 3. (8) Product: [C:26]([O:30][C:31]([N:8]1[C:9]2[C:5](=[CH:4][CH:3]=[C:2]([Cl:1])[CH:10]=2)/[C:6](=[CH:12]/[C:13]2[CH:18]=[C:17]([Cl:19])[CH:16]=[CH:15][C:14]=2[O:20][CH2:21][S:22]([CH3:25])(=[O:23])=[O:24])/[C:7]1=[O:11])=[O:32])([CH3:29])([CH3:28])[CH3:27]. The catalyst class is: 143. Reactant: [Cl:1][C:2]1[CH:10]=[C:9]2[C:5](/[C:6](=[CH:12]/[C:13]3[CH:18]=[C:17]([Cl:19])[CH:16]=[CH:15][C:14]=3[O:20][CH2:21][S:22]([CH3:25])(=[O:24])=[O:23])/[C:7](=[O:11])[NH:8]2)=[CH:4][CH:3]=1.[C:26]([O:30][C:31](O[C:31]([O:30][C:26]([CH3:29])([CH3:28])[CH3:27])=[O:32])=[O:32])([CH3:29])([CH3:28])[CH3:27].